Task: Predict which catalyst facilitates the given reaction.. Dataset: Catalyst prediction with 721,799 reactions and 888 catalyst types from USPTO (1) Product: [OH:13][CH2:12][C:10]1[N:11]=[C:7]([NH:6][C:1](=[O:5])[CH:2]([CH3:3])[CH3:4])[S:8][CH:9]=1. The catalyst class is: 7. Reactant: [C:1]([NH:6][C:7]1[S:8][CH:9]=[C:10]([C:12](OCC)=[O:13])[N:11]=1)(=[O:5])[CH:2]([CH3:4])[CH3:3].[BH4-].[Li+]. (2) Reactant: C[O:2][C:3]([C:5]1([C:21]([O:23][C:24]([CH3:27])([CH3:26])[CH3:25])=[O:22])[CH2:10][CH2:9][N:8]([C:11]([O:13][CH2:14][C:15]2[CH:20]=[CH:19][CH:18]=[CH:17][CH:16]=2)=[O:12])[CH2:7][CH2:6]1)=[O:4].[OH-].[Na+]. Product: [C:24]([O:23][C:21]([C:5]1([C:3]([OH:4])=[O:2])[CH2:10][CH2:9][N:8]([C:11]([O:13][CH2:14][C:15]2[CH:16]=[CH:17][CH:18]=[CH:19][CH:20]=2)=[O:12])[CH2:7][CH2:6]1)=[O:22])([CH3:27])([CH3:25])[CH3:26]. The catalyst class is: 7. (3) Reactant: [NH2:1][C@H:2]([C:34]1[CH:39]=[CH:38][CH:37]=[CH:36][CH:35]=1)[CH2:3][N:4]1[C:9](=[O:10])[C:8]([C:11]2[CH:16]=[CH:15][CH:14]=[C:13]([O:17][CH3:18])[C:12]=2[F:19])=[C:7]([CH3:20])[N:6]([CH2:21][C:22]2[C:27]([C:28]([F:31])([F:30])[F:29])=[CH:26][CH:25]=[CH:24][C:23]=2[F:32])[C:5]1=[O:33].Br[CH2:41][CH2:42][CH2:43][C:44]([O:46][CH2:47][CH3:48])=[O:45].CCN(C(C)C)C(C)C. Product: [CH2:47]([O:46][C:44]([CH2:43][CH2:42][CH2:41][NH:1][C@H:2]([C:34]1[CH:39]=[CH:38][CH:37]=[CH:36][CH:35]=1)[CH2:3][N:4]1[C:9](=[O:10])[C:8]([C:11]2[CH:16]=[CH:15][CH:14]=[C:13]([O:17][CH3:18])[C:12]=2[F:19])=[C:7]([CH3:20])[N:6]([CH2:21][C:22]2[C:27]([C:28]([F:29])([F:31])[F:30])=[CH:26][CH:25]=[CH:24][C:23]=2[F:32])[C:5]1=[O:33])=[O:45])[CH3:48]. The catalyst class is: 10. (4) Reactant: [Cl:1][C:2]1[CH:7]=[CH:6][C:5]([C:8]#[C:9][Si](C)(C)C)=[CH:4][N:3]=1.[F-].C([N+](CCCC)(CCCC)CCCC)CCC. Product: [Cl:1][C:2]1[CH:7]=[CH:6][C:5]([C:8]#[CH:9])=[CH:4][N:3]=1. The catalyst class is: 1. (5) Reactant: N1C=CC=CC=1.FC(F)(F)C(OC(=O)C(F)(F)F)=O.[C:20]1([C:26]2([C:38]3[CH:43]=[CH:42][CH:41]=[CH:40][CH:39]=3)[CH2:34][C:33]3[NH:32][N:31]=[C:30]([C:35]([NH2:37])=O)[C:29]=3[CH:28]=[CH:27]2)[CH:25]=[CH:24][CH:23]=[CH:22][CH:21]=1. Product: [C:38]1([C:26]2([C:20]3[CH:25]=[CH:24][CH:23]=[CH:22][CH:21]=3)[CH2:34][C:33]3[NH:32][N:31]=[C:30]([C:35]#[N:37])[C:29]=3[CH:28]=[CH:27]2)[CH:39]=[CH:40][CH:41]=[CH:42][CH:43]=1. The catalyst class is: 12. (6) Reactant: [CH:1]([C:9]1[NH:10][C:11]2[C:16]([CH:17]=1)=[CH:15][CH:14]=[CH:13][CH:12]=2)=[CH:2][CH2:3][CH2:4][CH2:5][CH2:6][CH2:7][CH3:8].[H][H]. Product: [CH2:1]([C:9]1[NH:10][C:11]2[C:16]([CH:17]=1)=[CH:15][CH:14]=[CH:13][CH:12]=2)[CH2:2][CH2:3][CH2:4][CH2:5][CH2:6][CH2:7][CH3:8]. The catalyst class is: 29.